From a dataset of Forward reaction prediction with 1.9M reactions from USPTO patents (1976-2016). Predict the product of the given reaction. (1) The product is: [CH3:22][N:23]1[C:32](=[O:27])[C:12]([C:10]2[CH:11]=[CH:6][C:7]3[N:2]([CH3:1])[CH2:3][CH2:4][O:30][C:8]=3[CH:9]=2)([C:13]2[CH:15]=[CH:20][CH:19]=[CH:18][CH:17]=2)[NH:26][C:24]1=[S:25]. Given the reactants [CH3:1][N:2]1[C:7]2[CH:8]=[CH:9][C:10]([C:12](=O)[C:13]([C:15]3[CH:20]=[CH:19][CH:18]=[CH:17]C=3)=O)=[CH:11][C:6]=2O[CH2:4][CH2:3]1.[CH3:22][NH:23][C:24]([NH2:26])=[S:25].[OH-:27].[K+].Cl.[OH-:30].[Na+].[CH3:32]S(C)=O, predict the reaction product. (2) Given the reactants C1(P(C2C=CC=CC=2)C2[C:21]3[O:20][C:19]4C(=CC=CC=4P(C4C=CC=CC=4)C4C=CC=CC=4)C(C)(C)C=3C=CC=2)C=CC=CC=1.Br[C:44]1[N:49]=[CH:48][C:47]([O:50][CH2:51][C:52]2[O:53][CH:54]=[CH:55][N:56]=2)=[CH:46][C:45]=1[CH3:57].C[OH:59], predict the reaction product. The product is: [CH3:57][C:45]1[C:44]([C:19]([O:20][CH3:21])=[O:59])=[N:49][CH:48]=[C:47]([O:50][CH2:51][C:52]2[O:53][CH:54]=[CH:55][N:56]=2)[CH:46]=1.